Dataset: Reaction yield outcomes from USPTO patents with 853,638 reactions. Task: Predict the reaction yield, written as a fraction of the theoretical maximum amount of product (1.0 means a 100% yield; for example, 0.34 means a 34% yield). (1) The reactants are [CH3:1][CH:2]([CH3:5])[C:3]#[CH:4].C(N(CC)CC)C.Br[C:14]1[CH:35]=[CH:34][C:17]([C:18]([NH:20][S:21]([C:24]2[CH:29]=[CH:28][CH:27]=[CH:26][C:25]=2[S:30](=[O:33])(=[O:32])[NH2:31])(=[O:23])=[O:22])=[O:19])=[CH:16][CH:15]=1. The yield is 0.230. The catalyst is CN(C)C=O.C1C=CC([P]([Pd]([P](C2C=CC=CC=2)(C2C=CC=CC=2)C2C=CC=CC=2)([P](C2C=CC=CC=2)(C2C=CC=CC=2)C2C=CC=CC=2)[P](C2C=CC=CC=2)(C2C=CC=CC=2)C2C=CC=CC=2)(C2C=CC=CC=2)C2C=CC=CC=2)=CC=1.[Cu]I. The product is [CH3:1][CH:2]([CH3:5])[C:3]#[C:4][C:14]1[CH:35]=[CH:34][C:17]([C:18]([NH:20][S:21]([C:24]2[CH:29]=[CH:28][CH:27]=[CH:26][C:25]=2[S:30](=[O:33])(=[O:32])[NH2:31])(=[O:22])=[O:23])=[O:19])=[CH:16][CH:15]=1. (2) The reactants are Br[C:2]1[CH:3]=[C:4]2[C:9](=[CH:10][CH:11]=1)[CH:8]=[C:7]([C:12]1[NH:16][C:15]([C@@H:17]3[CH2:21][C@H:20]([CH3:22])[CH2:19][N:18]3[C:23]([O:25][C:26]([CH3:29])([CH3:28])[CH3:27])=[O:24])=[N:14][C:13]=1[Cl:30])[CH:6]=[CH:5]2.[CH3:31][C@@H:32]1[CH2:36][N:35]([C:37]([O:39][C:40]([CH3:43])([CH3:42])[CH3:41])=[O:38])[C@H:34]([C:44]2[NH:45][C:46]([C:49]3[CH:54]=[CH:53][C:52](B4OC(C)(C)C(C)(C)O4)=[CH:51][CH:50]=3)=[CH:47][N:48]=2)[CH2:33]1.C([O-])(O)=O.[Na+]. The catalyst is C1C=CC([P]([Pd]([P](C2C=CC=CC=2)(C2C=CC=CC=2)C2C=CC=CC=2)([P](C2C=CC=CC=2)(C2C=CC=CC=2)C2C=CC=CC=2)[P](C2C=CC=CC=2)(C2C=CC=CC=2)C2C=CC=CC=2)(C2C=CC=CC=2)C2C=CC=CC=2)=CC=1. The product is [C:40]([O:39][C:37]([N:35]1[CH2:36][C@@H:32]([CH3:31])[CH2:33][C@H:34]1[C:44]1[NH:45][C:46]([C:49]2[CH:50]=[CH:51][C:52]([C:2]3[CH:3]=[C:4]4[C:9](=[CH:10][CH:11]=3)[CH:8]=[C:7]([C:12]3[NH:16][C:15]([C@@H:17]5[CH2:21][C@H:20]([CH3:22])[CH2:19][N:18]5[C:23]([O:25][C:26]([CH3:29])([CH3:27])[CH3:28])=[O:24])=[N:14][C:13]=3[Cl:30])[CH:6]=[CH:5]4)=[CH:53][CH:54]=2)=[CH:47][N:48]=1)=[O:38])([CH3:41])([CH3:42])[CH3:43]. The yield is 0.700. (3) The reactants are [CH2:1]([N:8]1[C:13](=[O:14])[CH:12]=[C:11]([S:15][CH2:16][CH:17](OC)OC)[NH:10][C:9]1=[O:22])[C:2]1[CH:7]=[CH:6][CH:5]=[CH:4][CH:3]=1.C1(C)C=CC(S(O)(=O)=O)=CC=1. The catalyst is C1(C)C(C)=CC=CC=1. The product is [CH2:1]([N:8]1[C:13](=[O:14])[CH:12]=[C:11]2[S:15][CH:16]=[CH:17][N:10]2[C:9]1=[O:22])[C:2]1[CH:7]=[CH:6][CH:5]=[CH:4][CH:3]=1. The yield is 1.00. (4) The reactants are CS(C)=O.[Cl-].[CH3:6][C:7]1[N:12]2[N:13]=[C:14]([CH2:16][OH:17])[N:15]=[C:11]2[N:10]=[C:9]2[CH2:18][CH2:19][CH2:20][C:8]=12.C(N(CC)CC)C. The catalyst is ClCCl.O. The product is [CH3:6][C:7]1[N:12]2[N:13]=[C:14]([CH:16]=[O:17])[N:15]=[C:11]2[N:10]=[C:9]2[CH2:18][CH2:19][CH2:20][C:8]=12. The yield is 0.890. (5) The reactants are [CH2:1]([O:4][C:5]1[CH:12]=[CH:11][C:8]([CH:9]=O)=[C:7]([C:13]([F:16])([F:15])[F:14])[CH:6]=1)[CH2:2][CH3:3].[NH2:17][OH:18].O.CCCCCC.CCOC(C)=O. The catalyst is CCO. The product is [CH2:1]([O:4][C:5]1[CH:12]=[CH:11][C:8]([CH:9]=[N:17][OH:18])=[C:7]([C:13]([F:16])([F:15])[F:14])[CH:6]=1)[CH2:2][CH3:3]. The yield is 0.840. (6) The catalyst is C1C=CC(P(C2C=CC=CC=2)[C-]2C=CC=C2)=CC=1.C1C=CC(P(C2C=CC=CC=2)[C-]2C=CC=C2)=CC=1.Cl[Pd]Cl.[Fe+2].O1CCOCC1. The product is [NH2:1][C:2]1[C:7]([C:8]2[CH:13]=[CH:12][C:11]([OH:14])=[CH:10][CH:9]=2)=[C:6]([CH2:15][CH3:16])[C:5]([C:23]2[CH:22]=[C:21]3[C:26](=[CH:25][CH:24]=2)[NH:18][N:19]=[CH:20]3)=[CH:4][N:3]=1. The reactants are [NH2:1][C:2]1[C:7]([C:8]2[CH:13]=[CH:12][C:11]([OH:14])=[CH:10][CH:9]=2)=[C:6]([CH2:15][CH3:16])[C:5](Br)=[CH:4][N:3]=1.[N:18]1[NH:19][CH:20]=[C:21]2[C:26]=1[CH:25]=[C:24](B(O)O)[CH:23]=[CH:22]2.C([O-])([O-])=O.[K+].[K+].O. The yield is 0.220. (7) The reactants are [O:1]1[CH:5]=[CH:4][C:3]([NH:6][C:7](=[O:13])[O:8][C:9]([CH3:12])([CH3:11])[CH3:10])=[CH:2]1.CN(CCN(C)C)C.C([Li])CCC.[C:27](=O)([O:30]C)[O:28][CH3:29]. The catalyst is C1COCC1. The product is [CH3:29][O:28][C:27]([C:2]1[O:1][CH:5]=[CH:4][C:3]=1[NH:6][C:7](=[O:13])[O:8][C:9]([CH3:10])([CH3:12])[CH3:11])=[O:30]. The yield is 0.510. (8) The reactants are [Si:1]([O:8][CH:9]([CH2:12][C@H:13]1[CH2:24][CH2:23][C:22]2[S:21][C:20]3[C:15](=[C:16]([NH:25][CH:26]4[CH2:31][CH2:30][CH:29]([N:32]5[CH2:37][CH2:36][O:35][CH2:34][CH2:33]5)[CH2:28][CH2:27]4)[N:17]=[CH:18][N:19]=3)[C:14]1=2)[C:10]#[N:11])([C:4]([CH3:7])([CH3:6])[CH3:5])([CH3:3])[CH3:2].[OH:38][Li].O.OO. The catalyst is CO. The product is [Si:1]([O:8][CH:9]([CH2:12][C@H:13]1[CH2:24][CH2:23][C:22]2[S:21][C:20]3[C:15](=[C:16]([NH:25][CH:26]4[CH2:27][CH2:28][CH:29]([N:32]5[CH2:33][CH2:34][O:35][CH2:36][CH2:37]5)[CH2:30][CH2:31]4)[N:17]=[CH:18][N:19]=3)[C:14]1=2)[C:10]([NH2:11])=[O:38])([C:4]([CH3:6])([CH3:7])[CH3:5])([CH3:3])[CH3:2]. The yield is 0.700. (9) The product is [N+:8]([C:3]1[CH:4]=[CH:5][CH:6]=[CH:7][C:2]=1[N:11]1[CH2:16][CH2:15][NH:14][CH2:13][CH2:12]1)([O-:10])=[O:9]. The yield is 0.920. The reactants are Br[C:2]1[CH:7]=[CH:6][CH:5]=[CH:4][C:3]=1[N+:8]([O-:10])=[O:9].[NH:11]1[CH2:16][CH2:15][NH:14][CH2:13][CH2:12]1. No catalyst specified. (10) The yield is 0.490. The reactants are [CH2:1]([N:8]1[C:16]2[C:11](=[C:12]([O:17]CC3C=CC=CC=3)[CH:13]=[CH:14][CH:15]=2)[CH:10]=[C:9]1[CH3:25])[C:2]1[CH:7]=[CH:6][CH:5]=[CH:4][CH:3]=1.C(OCC)(=O)C. The catalyst is [Pd].[Hg].CO. The product is [CH2:1]([N:8]1[C:16]2[CH:15]=[CH:14][CH:13]=[C:12]([OH:17])[C:11]=2[CH:10]=[C:9]1[CH3:25])[C:2]1[CH:3]=[CH:4][CH:5]=[CH:6][CH:7]=1.